Dataset: Forward reaction prediction with 1.9M reactions from USPTO patents (1976-2016). Task: Predict the product of the given reaction. The product is: [Cl:51][C:52]1[CH:60]=[CH:59][C:55]([C:56]([NH:1][CH:2]2[C:8](=[O:9])[NH:7][C:6]3[CH:10]=[CH:11][CH:12]=[CH:13][C:5]=3[C:4]([C:14]3[CH:15]=[CH:16][CH:17]=[CH:18][CH:19]=3)=[N:3]2)=[O:57])=[CH:54][N:53]=1. Given the reactants [NH2:1][CH:2]1[C:8](=[O:9])[NH:7][C:6]2[CH:10]=[CH:11][CH:12]=[CH:13][C:5]=2[C:4]([C:14]2[CH:19]=[CH:18][CH:17]=[CH:16][CH:15]=2)=[N:3]1.F[P-](F)(F)(F)(F)F.N1(OC(N(C)C)=[N+](C)C)C2C=CC=CC=2N=N1.C(N(CC)CC)C.[Cl:51][C:52]1[CH:60]=[CH:59][C:55]([C:56](O)=[O:57])=[CH:54][N:53]=1, predict the reaction product.